Dataset: Full USPTO retrosynthesis dataset with 1.9M reactions from patents (1976-2016). Task: Predict the reactants needed to synthesize the given product. (1) Given the product [OH:25][CH2:24][CH2:23][C:22]1[CH:26]=[CH:27][C:19]([NH:18][C:14]([C:13]2[C:9]([C:3]3[C:4]([Cl:8])=[CH:5][CH:6]=[CH:7][C:2]=3[Cl:1])=[N:10][O:11][C:12]=2[CH3:17])=[O:16])=[CH:20][CH:21]=1, predict the reactants needed to synthesize it. The reactants are: [Cl:1][C:2]1[CH:7]=[CH:6][CH:5]=[C:4]([Cl:8])[C:3]=1[C:9]1[C:13]([C:14]([OH:16])=O)=[C:12]([CH3:17])[O:11][N:10]=1.[NH2:18][C:19]1[CH:27]=[CH:26][C:22]([CH2:23][CH2:24][OH:25])=[CH:21][CH:20]=1.CN(C(ON1N=NC2C=CC=CC1=2)=[N+](C)C)C.[B-](F)(F)(F)F.C(N(CC)CC)C.C(=O)(O)[O-].[Na+]. (2) Given the product [CH3:1][NH:2][C:3]([C:5]1[C:9]2[CH:10]=[C:11]([O:19][CH:20]([CH3:22])[CH3:21])[C:12]([N:14]([S:15]([CH3:18])(=[O:16])=[O:17])[CH2:37][C:38](=[O:40])[CH3:39])=[CH:13][C:8]=2[O:7][C:6]=1[C:23]1[CH:28]=[CH:27][C:26]([F:29])=[CH:25][CH:24]=1)=[O:4], predict the reactants needed to synthesize it. The reactants are: [CH3:1][NH:2][C:3]([C:5]1[C:9]2[CH:10]=[C:11]([O:19][CH:20]([CH3:22])[CH3:21])[C:12]([NH:14][S:15]([CH3:18])(=[O:17])=[O:16])=[CH:13][C:8]=2[O:7][C:6]=1[C:23]1[CH:28]=[CH:27][C:26]([F:29])=[CH:25][CH:24]=1)=[O:4].C(=O)([O-])[O-].[K+].[K+].Cl[CH2:37][C:38](=[O:40])[CH3:39]. (3) Given the product [NH2:37][C:33]1[C:28]2[N:27]([CH3:35])[CH:26]=[C:25]([C:23]([NH:22][C:17]3[C:18]([F:21])=[CH:19][CH:20]=[C:15]([N:8]([CH2:1][C:2]4[CH:7]=[CH:6][CH:5]=[CH:4][CH:3]=4)[S:9]([CH2:12][CH2:13][CH3:14])(=[O:11])=[O:10])[C:16]=3[F:36])=[O:24])[C:29]=2[N:30]=[CH:31][N:32]=1, predict the reactants needed to synthesize it. The reactants are: [CH2:1]([N:8]([C:15]1[C:16]([F:36])=[C:17]([NH:22][C:23]([C:25]2[C:29]3[N:30]=[CH:31][N:32]=[C:33](Cl)[C:28]=3[N:27]([CH3:35])[CH:26]=2)=[O:24])[C:18]([F:21])=[CH:19][CH:20]=1)[S:9]([CH2:12][CH2:13][CH3:14])(=[O:11])=[O:10])[C:2]1[CH:7]=[CH:6][CH:5]=[CH:4][CH:3]=1.[NH3:37]. (4) The reactants are: [F:1][C:2]1[CH:10]=[CH:9][C:8]2[CH:7]([CH2:11][N:12]3[CH2:17][CH2:16][NH:15][CH2:14][CH2:13]3)[CH2:6][CH2:5][C:4]=2[C:3]=1[C:18]#[N:19].[CH3:20][C:21]1[C:29]2[CH2:28][O:27][C:26](=[O:30])[C:25]=2[CH:24]=[CH:23][C:22]=1[CH:31]1[CH2:33][O:32]1. Given the product [F:1][C:2]1[CH:10]=[CH:9][C:8]2[CH:7]([CH2:11][N:12]3[CH2:13][CH2:14][N:15]([CH2:33][CH:31]([OH:32])[C:22]4[CH:23]=[CH:24][C:25]5[C:26](=[O:30])[O:27][CH2:28][C:29]=5[C:21]=4[CH3:20])[CH2:16][CH2:17]3)[CH2:6][CH2:5][C:4]=2[C:3]=1[C:18]#[N:19], predict the reactants needed to synthesize it. (5) Given the product [CH2:1]([O:8][C:9]1[CH:18]=[CH:17][CH:16]=[C:15]2[C:10]=1[CH2:11][CH2:12][CH2:13][CH:14]2[C:19]([N:31]([CH2:30][C:27]1[CH:26]=[CH:25][C:24]([N:23]([CH3:22])[CH3:40])=[CH:29][CH:28]=1)[C:32]1[CH:33]=[N:34][C:35]([O:38][CH3:39])=[CH:36][CH:37]=1)=[O:20])[C:2]1[CH:3]=[CH:4][CH:5]=[CH:6][CH:7]=1, predict the reactants needed to synthesize it. The reactants are: [CH2:1]([O:8][C:9]1[CH:18]=[CH:17][CH:16]=[C:15]2[C:10]=1[CH2:11][CH2:12][CH2:13][CH:14]2[C:19](O)=[O:20])[C:2]1[CH:7]=[CH:6][CH:5]=[CH:4][CH:3]=1.[CH3:22][N:23]([CH3:40])[C:24]1[CH:29]=[CH:28][C:27]([CH2:30][NH:31][C:32]2[CH:33]=[N:34][C:35]([O:38][CH3:39])=[CH:36][CH:37]=2)=[CH:26][CH:25]=1. (6) Given the product [C:22]1([NH:18][C:14]([C:11]2[CH:12]=[N:13][C:8]([C:3]3[CH:4]=[CH:5][CH:6]=[CH:7][C:2]=3[F:1])=[N:9][CH:10]=2)=[O:16])[CH:23]=[CH:24][CH:25]=[CH:26][CH:21]=1, predict the reactants needed to synthesize it. The reactants are: [F:1][C:2]1[CH:7]=[CH:6][CH:5]=[CH:4][C:3]=1[C:8]1[N:13]=[CH:12][C:11]([C:14]([OH:16])=O)=[CH:10][N:9]=1.O[N:18]1[C:22]2[CH:23]=[CH:24][CH:25]=[CH:26][C:21]=2N=N1.C1CCC(N=C=NC2CCCCC2)CC1.NC1C=CC=CC=1.C(O)C(N)(CO)CO.